From a dataset of Full USPTO retrosynthesis dataset with 1.9M reactions from patents (1976-2016). Predict the reactants needed to synthesize the given product. (1) Given the product [Br:1][C:2]1[CH:3]=[C:4]([NH:8][C:9]2[C:18]3[C:13](=[CH:14][CH:15]=[C:16]([NH:19][C:23](=[O:24])[CH2:22][C:20]#[N:21])[CH:17]=3)[N:12]=[CH:11][N:10]=2)[CH:5]=[CH:6][CH:7]=1, predict the reactants needed to synthesize it. The reactants are: [Br:1][C:2]1[CH:3]=[C:4]([NH:8][C:9]2[C:18]3[C:13](=[CH:14][CH:15]=[C:16]([NH2:19])[CH:17]=3)[N:12]=[CH:11][N:10]=2)[CH:5]=[CH:6][CH:7]=1.[C:20]([CH2:22][C:23](O)=[O:24])#[N:21].CCN(C(C)C)C(C)C.C(Cl)CCl. (2) Given the product [N:2]1([CH2:26][CH2:25][CH:18]2[C:19]3[C:24](=[CH:23][CH:22]=[CH:21][CH:20]=3)[C:16](=[C:15]3[C:14]4[C:9](=[CH:10][CH:11]=[CH:12][CH:13]=4)[NH:8][C:7]3=[O:6])[O:17]2)[CH2:5][CH2:4][CH2:3]1, predict the reactants needed to synthesize it. The reactants are: Cl.[NH:2]1[CH2:5][CH2:4][CH2:3]1.[O:6]=[C:7]1[C:15](=[C:16]2[C:24]3[C:19](=[CH:20][CH:21]=[CH:22][CH:23]=3)[CH:18]([CH2:25][CH2:26]OS(C)(=O)=O)[O:17]2)[C:14]2[C:9](=[CH:10][CH:11]=[CH:12][CH:13]=2)[NH:8]1.O1CCOCC1.C(N(CC)CC)C. (3) Given the product [CH2:18]([C:17]([C:14]1[CH:15]=[CH:16][C:11]([O:10][CH2:9][CH2:8][CH2:7][CH2:6][CH2:5][C:4]([OH:38])=[O:3])=[C:12]([CH3:37])[CH:13]=1)([C:20]1[CH:25]=[CH:24][C:23](/[CH:26]=[CH:27]/[C:28]2([OH:33])[CH2:29][CH2:30][CH2:31][CH2:32]2)=[C:22]([CH3:34])[CH:21]=1)[CH2:35][CH3:36])[CH3:19], predict the reactants needed to synthesize it. The reactants are: C([O:3][C:4](=[O:38])[CH2:5][CH2:6][CH2:7][CH2:8][CH2:9][O:10][C:11]1[CH:16]=[CH:15][C:14]([C:17]([CH2:35][CH3:36])([C:20]2[CH:25]=[CH:24][C:23](/[CH:26]=[CH:27]/[C:28]3([OH:33])[CH2:32][CH2:31][CH2:30][CH2:29]3)=[C:22]([CH3:34])[CH:21]=2)[CH2:18][CH3:19])=[CH:13][C:12]=1[CH3:37])C.[OH-].[K+].Cl. (4) Given the product [F:1][C:2]1[CH:20]=[C:19]([F:21])[CH:18]=[CH:17][C:3]=1[O:4][C:5]1[CH:6]=[CH:7][C:8]([N+:14]([O-:16])=[O:15])=[C:9]([CH:13]=1)[C:10]([NH2:27])=[O:11], predict the reactants needed to synthesize it. The reactants are: [F:1][C:2]1[CH:20]=[C:19]([F:21])[CH:18]=[CH:17][C:3]=1[O:4][C:5]1[CH:6]=[CH:7][C:8]([N+:14]([O-:16])=[O:15])=[C:9]([CH:13]=1)[C:10](O)=[O:11].S(Cl)(Cl)=O.C[N:27](C=O)C. (5) Given the product [N:1]([C@@H:4]([CH2:18][C:19]1[CH:24]=[CH:23][C:22]([O:25][CH2:26][CH2:27][O:28][S:42]([C:39]2[CH:40]=[CH:41][C:36]([CH3:56])=[CH:37][CH:38]=2)(=[O:44])=[O:43])=[CH:21][CH:20]=1)[C:5]([N:7]1[CH2:12][CH2:11][CH:10]([C:13]([O:15][CH2:16][CH3:17])=[O:14])[CH2:9][CH2:8]1)=[O:6])=[N+:2]=[N-:3], predict the reactants needed to synthesize it. The reactants are: [N:1]([C@@H:4]([CH2:18][C:19]1[CH:24]=[CH:23][C:22]([O:25][CH2:26][CH2:27][OH:28])=[CH:21][CH:20]=1)[C:5]([N:7]1[CH2:12][CH2:11][CH:10]([C:13]([O:15][CH2:16][CH3:17])=[O:14])[CH2:9][CH2:8]1)=[O:6])=[N+:2]=[N-:3].C(N(CC)CC)C.[C:36]1([CH3:56])[CH:41]=[CH:40][C:39]([S:42](O[S:42]([C:39]2[CH:40]=[CH:41][C:36]([CH3:56])=[CH:37][CH:38]=2)(=[O:44])=[O:43])(=[O:44])=[O:43])=[CH:38][CH:37]=1. (6) Given the product [Br:1][C:2]1[O:6][C:5]([CH:7]=[CH:8][C:9]([N:25]=[N+:26]=[N-:27])=[O:11])=[CH:4][CH:3]=1, predict the reactants needed to synthesize it. The reactants are: [Br:1][C:2]1[O:6][C:5]([CH:7]=[CH:8][C:9]([OH:11])=O)=[CH:4][CH:3]=1.C(N(CC)CC)C.ClC(OCC)=O.[N-:25]=[N+:26]=[N-:27].[Na+].